Dataset: Full USPTO retrosynthesis dataset with 1.9M reactions from patents (1976-2016). Task: Predict the reactants needed to synthesize the given product. (1) Given the product [CH3:1][O:2][C:3]1[CH:12]=[C:11]2[C:6]([CH2:7][CH2:8][CH2:9][NH:10]2)=[CH:5][CH:4]=1, predict the reactants needed to synthesize it. The reactants are: [CH3:1][O:2][C:3]1[CH:12]=[C:11]2[C:6]([CH:7]=[CH:8][CH:9]=[N:10]2)=[CH:5][CH:4]=1. (2) Given the product [CH2:1]([N:3]([C:15]1[CH:16]=[N:17][CH:18]=[CH:19][CH:20]=1)[S:4]([C:7]1[CH:12]=[CH:11][C:10]([NH:13][NH:14][C:29](=[S:30])[NH:28][C@@H:31]([C:33]2[CH:38]=[CH:37][CH:36]=[CH:35][CH:34]=2)[CH3:32])=[N:9][CH:8]=1)(=[O:5])=[O:6])[CH3:2], predict the reactants needed to synthesize it. The reactants are: [CH2:1]([N:3]([C:15]1[CH:16]=[N:17][CH:18]=[CH:19][CH:20]=1)[S:4]([C:7]1[CH:8]=[N:9][C:10]([NH:13][NH2:14])=[CH:11][CH:12]=1)(=[O:6])=[O:5])[CH3:2].C(N(CC)CC)C.[N:28]([C@@H:31]([C:33]1[CH:38]=[CH:37][CH:36]=[CH:35][CH:34]=1)[CH3:32])=[C:29]=[S:30].